The task is: Predict which catalyst facilitates the given reaction.. This data is from Catalyst prediction with 721,799 reactions and 888 catalyst types from USPTO. (1) Reactant: C(O)C.[F:4][C:5]([F:19])([F:18])[C:6]1[CH:11]=[CH:10][N:9]=[C:8]([C:12]2[NH:13][O:14][C:15](=[O:17])[N:16]=2)[CH:7]=1.[CH:20]([CH:22]=[CH2:23])=[O:21]. Product: [F:19][C:5]([F:4])([F:18])[C:6]1[CH:11]=[CH:10][N:9]=[C:8]([C:12]2[N:16]([CH2:23][CH2:22][CH:20]=[O:21])[C:15](=[O:17])[O:14][N:13]=2)[CH:7]=1. The catalyst class is: 66. (2) Reactant: Br[C:2]1[CH:3]=[C:4]([CH2:8][C@H:9]([NH:22][C:23](=[O:29])[O:24][C:25]([CH3:28])([CH3:27])[CH3:26])[C:10]([N:12]([C:14]2[CH:19]=[CH:18][C:17]([O:20][CH3:21])=[CH:16][CH:15]=2)[CH3:13])=[O:11])[CH:5]=[CH:6][CH:7]=1.[CH3:30][C:31]1(C)C(C)(C)OB(C=C)O1.C([O-])([O-])=O.[Na+].[Na+]. Product: [CH3:21][O:20][C:17]1[CH:18]=[CH:19][C:14]([N:12]([CH3:13])[C:10](=[O:11])[C@@H:9]([NH:22][C:23](=[O:29])[O:24][C:25]([CH3:28])([CH3:27])[CH3:26])[CH2:8][C:4]2[CH:5]=[CH:6][CH:7]=[C:2]([CH:30]=[CH2:31])[CH:3]=2)=[CH:15][CH:16]=1. The catalyst class is: 710. (3) Product: [C:51]([N:33]1[CH2:32][CH2:31][N:30]([C:27]2[CH:28]=[CH:29][C:24]([NH:23][C:19]3[CH:18]=[C:17]([N:15]([CH3:16])[C:14]([NH:13][C:3]4[C:2]([Cl:1])=[C:7]([O:8][CH3:9])[CH:6]=[C:5]([O:10][CH3:11])[C:4]=4[Cl:12])=[O:41])[N:22]=[CH:21][N:20]=3)=[C:25]([NH:36][C:37](=[O:40])[CH:38]=[CH2:39])[CH:26]=2)[CH2:35][CH2:34]1)(=[O:53])[CH3:52]. The catalyst class is: 2. Reactant: [Cl:1][C:2]1[C:7]([O:8][CH3:9])=[CH:6][C:5]([O:10][CH3:11])=[C:4]([Cl:12])[C:3]=1[NH:13][C:14](=[O:41])[N:15]([C:17]1[N:22]=[CH:21][N:20]=[C:19]([NH:23][C:24]2[CH:29]=[CH:28][C:27]([N:30]3[CH2:35][CH2:34][NH:33][CH2:32][CH2:31]3)=[CH:26][C:25]=2[NH:36][C:37](=[O:40])[CH:38]=[CH2:39])[CH:18]=1)[CH3:16].CCN(C(C)C)C(C)C.[C:51](Cl)(=[O:53])[CH3:52]. (4) The catalyst class is: 4. Product: [OH:12][CH2:11][C@@H:3]1[CH2:4][C:5]2[C:10](=[CH:9][CH:8]=[CH:7][CH:6]=2)[CH2:1][N:2]1[C:14]([O:16][CH2:17][C:18]1[CH:23]=[CH:22][CH:21]=[CH:20][CH:19]=1)=[O:15]. Reactant: [CH2:1]1[C:10]2[C:5](=[CH:6][CH:7]=[CH:8][CH:9]=2)[CH2:4][C@@H:3]([CH2:11][OH:12])[NH:2]1.Cl[C:14]([O:16][CH2:17][C:18]1[CH:23]=[CH:22][CH:21]=[CH:20][CH:19]=1)=[O:15].C(N(CC)CC)C.